This data is from Drug-target binding data from BindingDB patent sources. The task is: Regression. Given a target protein amino acid sequence and a drug SMILES string, predict the binding affinity score between them. We predict pAffinity (pAffinity = -log10(affinity in M)). Dataset: bindingdb_patent. (1) The drug is C[C@H](N1CC[C@@](CC(C)(C)O)(OC1=O)c1ccccc1)c1ccc(Br)cc1. The target protein (P08684) has sequence MALIPDLAMETWLLLAVSLVLLYLYGTHSHGLFKKLGIPGPTPLPFLGNILSYHKGFCMFDMECHKKYGKVWGFYDGQQPVLAITDPDMIKTVLVKECYSVFTNRRPFGPVGFMKSAISIAEDEEWKRLRSLLSPTFTSGKLKEMVPIIAQYGDVLVRNLRREAETGKPVTLKDVFGAYSMDVITSTSFGVNIDSLNNPQDPFVENTKKLLRFDFLDPFFLSITVFPFLIPILEVLNICVFPREVTNFLRKSVKRMKESRLEDTQKHRVDFLQLMIDSQNSKETESHKALSDLELVAQSIIFIFAGYETTSSVLSFIMYELATHPDVQQKLQEEIDAVLPNKAPPTYDTVLQMEYLDMVVNETLRLFPIAMRLERVCKKDVEINGMFIPKGVVVMIPSYALHRDPKYWTEPEKFLPERFSKKNKDNIDPYIYTPFGSGPRNCIGMRFALMNMKLALIRVLQNFSFKPCKETQIPLKLSLGGLLQPEKPVVLKVESRDGTV.... The pAffinity is 5.5. (2) The compound is CNC(=O)c1cnc(s1)N1CCN(CC1)C(C)c1ccc2OCOc2c1. The target protein (O60502) has sequence MVQKESQATLEERESELSSNPAASAGASLEPPAAPAPGEDNPAGAGGAAVAGAAGGARRFLCGVVEGFYGRPWVMEQRKELFRRLQKWELNTYLYAPKDDYKHRMFWREMYSVEEAEQLMTLISAAREYEIEFIYAISPGLDITFSNPKEVSTLKRKLDQVSQFGCRSFALLFDDIDHNMCAADKEVFSSFAHAQVSITNEIYQYLGEPETFLFCPTEYCGTFCYPNVSQSPYLRTVGEKLLPGIEVLWTGPKVVSKEIPVESIEEVSKIIKRAPVIWDNIHANDYDQKRLFLGPYKGRSTELIPRLKGVLTNPNCEFEANYVAIHTLATWYKSNMNGVRKDVVMTDSEDSTVSIQIKLENEGSDEDIETDVLYSPQMALKLALTEWLQEFGVPHQYSSRQVAHSGAKASVVDGTPLVAAPSLNATTVVTTVYQEPIMSQGAALSGEPTTLTKEEEKKQPDEEPMDMVVEKQEETDHKNDNQILSEIVEAKMAEELKPMD.... The pAffinity is 7.3. (3) The pAffinity is 5.0. The target protein (P42574) has sequence MENTENSVDSKSIKNLEPKIIHGSESMDSGISLDNSYKMDYPEMGLCIIINNKNFHKSTGMTSRSGTDVDAANLRETFRNLKYEVRNKNDLTREEIVELMRDVSKEDHSKRSSFVCVLLSHGEEGIIFGTNGPVDLKKITNFFRGDRCRSLTGKPKLFIIQACRGTELDCGIETDSGVDDDMACHKIPVEADFLYAYSTAPGYYSWRNSKDGSWFIQSLCAMLKQYADKLEFMHILTRVNRKVATEFESFSFDATFHAKKQIPCIVSMLTKELYFYH. The small molecule is CC(C)[C@H](NC(=O)[C@H](Cc1ccc(O)cc1)NC(=O)OCc1ccccc1)C(=O)N[C@@H](C)C(=O)N[C@@H](CC(O)=O)\C=C\S(=O)(=O)c1ccccc1. (4) The small molecule is Cc1cc(F)c(Nc2ccnc3Nc4ccc(CN5CCOCC5)cc4NC(=O)c23)cc1O. The target protein (P09619) has sequence MRLPGAMPALALKGELLLLSLLLLLEPQISQGLVVTPPGPELVLNVSSTFVLTCSGSAPVVWERMSQEPPQEMAKAQDGTFSSVLTLTNLTGLDTGEYFCTHNDSRGLETDERKRLYIFVPDPTVGFLPNDAEELFIFLTEITEITIPCRVTDPQLVVTLHEKKGDVALPVPYDHQRGFSGIFEDRSYICKTTIGDREVDSDAYYVYRLQVSSINVSVNAVQTVVRQGENITLMCIVIGNEVVNFEWTYPRKESGRLVEPVTDFLLDMPYHIRSILHIPSAELEDSGTYTCNVTESVNDHQDEKAINITVVESGYVRLLGEVGTLQFAELHRSRTLQVVFEAYPPPTVLWFKDNRTLGDSSAGEIALSTRNVSETRYVSELTLVRVKVAEAGHYTMRAFHEDAEVQLSFQLQINVPVRVLELSESHPDSGEQTVRCRGRGMPQPNIIWSACRDLKRCPRELPPTLLGNSSEEESQLETNVTYWEEEQEFEVVSTLRLQHV.... The pAffinity is 8.5.